This data is from Full USPTO retrosynthesis dataset with 1.9M reactions from patents (1976-2016). The task is: Predict the reactants needed to synthesize the given product. (1) Given the product [N+:9]([C:3]1[C:2]([N:12]2[CH2:17][CH2:16][CH2:15][CH2:14][CH2:13]2)=[CH:8][CH:7]=[CH:6][C:4]=1[NH2:5])([O-:11])=[O:10], predict the reactants needed to synthesize it. The reactants are: Cl[C:2]1[C:3]([N+:9]([O-:11])=[O:10])=[C:4]([CH:6]=[CH:7][CH:8]=1)[NH2:5].[NH:12]1[CH2:17][CH2:16][CH2:15][CH2:14][CH2:13]1.C([O-])([O-])=O.[K+].[K+]. (2) Given the product [Br:1][C:2]1[CH:3]=[C:4]([C:12](=[O:14])[CH3:13])[CH:5]=[C:6]([C:8]([CH3:9])([CH3:11])[CH3:10])[CH:7]=1, predict the reactants needed to synthesize it. The reactants are: [Br:1][C:2]1[CH:3]=[C:4]([CH:12]([OH:14])[CH3:13])[CH:5]=[C:6]([C:8]([CH3:11])([CH3:10])[CH3:9])[CH:7]=1.[Cr](Cl)([O-])(=O)=O.[NH+]1C=CC=CC=1.[OH-].[Na+]. (3) Given the product [OH:1][C:2]1[C:9]([CH3:10])=[CH:8][CH:7]=[CH:6][C:3]=1[C:4]#[N:12], predict the reactants needed to synthesize it. The reactants are: [OH:1][C:2]1[C:9]([CH3:10])=[CH:8][CH:7]=[CH:6][C:3]=1[CH:4]=O.Cl.[NH2:12]O.C([O-])(=O)C.[Na+].